Task: Regression. Given two drug SMILES strings and cell line genomic features, predict the synergy score measuring deviation from expected non-interaction effect.. Dataset: NCI-60 drug combinations with 297,098 pairs across 59 cell lines (1) Drug 2: CC1=C(N=C(N=C1N)C(CC(=O)N)NCC(C(=O)N)N)C(=O)NC(C(C2=CN=CN2)OC3C(C(C(C(O3)CO)O)O)OC4C(C(C(C(O4)CO)O)OC(=O)N)O)C(=O)NC(C)C(C(C)C(=O)NC(C(C)O)C(=O)NCCC5=NC(=CS5)C6=NC(=CS6)C(=O)NCCC[S+](C)C)O. Cell line: MDA-MB-231. Synergy scores: CSS=5.27, Synergy_ZIP=-6.10, Synergy_Bliss=-7.36, Synergy_Loewe=-7.15, Synergy_HSA=-5.59. Drug 1: CS(=O)(=O)C1=CC(=C(C=C1)C(=O)NC2=CC(=C(C=C2)Cl)C3=CC=CC=N3)Cl. (2) Synergy scores: CSS=37.0, Synergy_ZIP=-5.53, Synergy_Bliss=-3.89, Synergy_Loewe=-2.00, Synergy_HSA=1.21. Drug 1: C1=NC2=C(N1)C(=S)N=C(N2)N. Cell line: DU-145. Drug 2: COCCOC1=C(C=C2C(=C1)C(=NC=N2)NC3=CC=CC(=C3)C#C)OCCOC.Cl. (3) Drug 2: C1CC(=O)NC(=O)C1N2C(=O)C3=CC=CC=C3C2=O. Drug 1: C#CCC(CC1=CN=C2C(=N1)C(=NC(=N2)N)N)C3=CC=C(C=C3)C(=O)NC(CCC(=O)O)C(=O)O. Cell line: UACC62. Synergy scores: CSS=-0.509, Synergy_ZIP=-2.01, Synergy_Bliss=-4.25, Synergy_Loewe=-4.96, Synergy_HSA=-4.96. (4) Drug 1: C1=CC=C(C(=C1)C(C2=CC=C(C=C2)Cl)C(Cl)Cl)Cl. Drug 2: COCCOC1=C(C=C2C(=C1)C(=NC=N2)NC3=CC=CC(=C3)C#C)OCCOC.Cl. Cell line: TK-10. Synergy scores: CSS=36.0, Synergy_ZIP=3.47, Synergy_Bliss=5.91, Synergy_Loewe=-26.2, Synergy_HSA=6.47.